Dataset: Forward reaction prediction with 1.9M reactions from USPTO patents (1976-2016). Task: Predict the product of the given reaction. (1) Given the reactants [O:1]=[C:2]1[C:10]2[C:5](=[CH:6][CH:7]=[CH:8][CH:9]=2)[CH:4]([CH2:11][C:12]([OH:14])=O)[O:3]1.[NH4+:15].[OH-], predict the reaction product. The product is: [O:1]=[C:2]1[C:10]2[CH:9]=[CH:8][CH:7]=[CH:6][C:5]=2[CH:4]([CH2:11][C:12]([NH2:15])=[O:14])[O:3]1. (2) Given the reactants [CH3:1][C:2]1[C:6]([C:7]2[CH:12]=[C:11]([C:13]3[C:14]([CH3:19])=[N:15][O:16][C:17]=3[CH3:18])[CH:10]=[C:9]([NH2:20])[C:8]=2[NH2:21])=[C:5]([CH3:22])[NH:4][N:3]=1.[CH:23]1([C:27](Cl)=O)[CH2:26][CH2:25][CH2:24]1, predict the reaction product. The product is: [CH:23]1([C:27]2[NH:20][C:9]3[CH:10]=[C:11]([C:13]4[C:14]([CH3:19])=[N:15][O:16][C:17]=4[CH3:18])[CH:12]=[C:7]([C:6]4[C:2]([CH3:1])=[N:3][NH:4][C:5]=4[CH3:22])[C:8]=3[N:21]=2)[CH2:26][CH2:25][CH2:24]1. (3) Given the reactants C(OC([N:11]1[CH2:17][C:16]2[CH:18]=[C:19]([O:22][CH3:23])[CH:20]=[CH:21][C:15]=2[NH:14][C:13](=[O:24])[CH2:12]1)=O)C1C=CC=CC=1, predict the reaction product. The product is: [CH3:23][O:22][C:19]1[CH:20]=[CH:21][C:15]2[NH:14][C:13](=[O:24])[CH2:12][NH:11][CH2:17][C:16]=2[CH:18]=1. (4) Given the reactants [F:1][C:2]([F:46])([F:45])[C:3]1[CH:4]=[C:5]([CH:38]=[C:39]([C:41]([F:44])([F:43])[F:42])[CH:40]=1)[CH2:6][N:7]([C:31]1[N:36]=[CH:35][C:34](Br)=[CH:33][N:32]=1)[CH2:8][C:9]1[C:10]([C:20]2[CH:25]=[C:24]([CH:26]([CH3:28])[CH3:27])[CH:23]=[CH:22][C:21]=2[O:29][CH3:30])=[N:11][C:12]2[C:17]([CH:18]=1)=[CH:16][CH:15]=[CH:14][C:13]=2[CH3:19].C([PH+](C(C)(C)C)C(C)(C)C)(C)(C)C.F[B-](F)(F)F.[H+].[C:66]([O:70][CH3:71])(=[O:69])[CH:67]=[CH2:68].C(N(CC)C(C)C)(C)C, predict the reaction product. The product is: [F:1][C:2]([F:46])([F:45])[C:3]1[CH:4]=[C:5]([CH:38]=[C:39]([C:41]([F:44])([F:43])[F:42])[CH:40]=1)[CH2:6][N:7]([CH2:8][C:9]1[C:10]([C:20]2[CH:25]=[C:24]([CH:26]([CH3:28])[CH3:27])[CH:23]=[CH:22][C:21]=2[O:29][CH3:30])=[N:11][C:12]2[C:17]([CH:18]=1)=[CH:16][CH:15]=[CH:14][C:13]=2[CH3:19])[C:31]1[N:36]=[CH:35][C:34]([CH:68]=[CH:67][C:66]([O:70][CH3:71])=[O:69])=[CH:33][N:32]=1. (5) Given the reactants [CH3:1][Li].[Br:3][C:4]1[CH:5]=[CH:6][C:7]2[CH2:13][CH2:12][CH2:11][C:10]([C:14]([O:16][CH3:17])=[O:15])=[C:9](OS(C(F)(F)F)(=O)=O)[C:8]=2[CH:26]=1, predict the reaction product. The product is: [Br:3][C:4]1[CH:5]=[CH:6][C:7]2[CH2:13][CH2:12][CH2:11][C:10]([C:14]([O:16][CH3:17])=[O:15])=[C:9]([CH3:1])[C:8]=2[CH:26]=1. (6) Given the reactants [N:1]1[CH:6]=[CH:5][C:4]([N:7]2[CH2:22][CH2:21][C:9]3([CH2:13][N:12](C(OC(C)(C)C)=O)[CH2:11][CH2:10]3)[CH2:8]2)=[CH:3][CH:2]=1.[ClH:23].CO, predict the reaction product. The product is: [ClH:23].[ClH:23].[N:1]1[CH:2]=[CH:3][C:4]([N:7]2[CH2:22][CH2:21][C:9]3([CH2:10][CH2:11][NH:12][CH2:13]3)[CH2:8]2)=[CH:5][CH:6]=1. (7) Given the reactants [CH2:1]([C:3]1[N:4]([CH2:29][C:30]([OH:33])([CH3:32])[CH3:31])[C:5]2[C:14]3[CH:13]=[CH:12][C:11]([CH2:15][CH2:16][N:17]4[C:25](=[O:26])[C:24]5[C:19](=[CH:20][CH:21]=[CH:22][CH:23]=5)[C:18]4=[O:27])=[CH:10][C:9]=3[N:8]=[CH:7][C:6]=2[N:28]=1)[CH3:2].ClC1C=C(C=CC=1)C(OO)=O.[OH-].[NH4+:46].C1(C)C=CC(S(Cl)(=O)=O)=CC=1, predict the reaction product. The product is: [NH2:46][C:7]1[C:6]2[N:28]=[C:3]([CH2:1][CH3:2])[N:4]([CH2:29][C:30]([OH:33])([CH3:32])[CH3:31])[C:5]=2[C:14]2[CH:13]=[CH:12][C:11]([CH2:15][CH2:16][N:17]3[C:25](=[O:26])[C:24]4[C:19](=[CH:20][CH:21]=[CH:22][CH:23]=4)[C:18]3=[O:27])=[CH:10][C:9]=2[N:8]=1. (8) Given the reactants [N+:1]([C:4]1[CH:9]=[CH:8][C:7]([C:10]2[O:11][C:12]([C:21]([F:24])([F:23])[F:22])=[C:13]([C:15]3[CH:20]=[CH:19][CH:18]=[CH:17][CH:16]=3)[N:14]=2)=[CH:6][CH:5]=1)([O-])=O, predict the reaction product. The product is: [C:15]1([C:13]2[N:14]=[C:10]([C:7]3[CH:6]=[CH:5][C:4]([NH2:1])=[CH:9][CH:8]=3)[O:11][C:12]=2[C:21]([F:22])([F:23])[F:24])[CH:16]=[CH:17][CH:18]=[CH:19][CH:20]=1.